The task is: Predict the product of the given reaction.. This data is from Forward reaction prediction with 1.9M reactions from USPTO patents (1976-2016). (1) Given the reactants [CH2:1]([N:8]([CH2:26][C:27]1[CH:32]=[CH:31][C:30]([NH:33][C:34]([NH:36][C:37]2[CH:42]=[CH:41][CH:40]=[CH:39][CH:38]=2)=[O:35])=[CH:29][CH:28]=1)[CH2:9][C:10]1[CH:15]=[CH:14][C:13]([NH:16][C:17]([NH:19][C:20]2[CH:25]=[CH:24][CH:23]=[CH:22][CH:21]=2)=[O:18])=[CH:12][CH:11]=1)[C:2]1[CH:7]=[CH:6][CH:5]=[CH:4][CH:3]=1.[CH3:43][S:44]([OH:47])(=[O:46])=[O:45], predict the reaction product. The product is: [CH3:43][S:44]([O-:47])(=[O:46])=[O:45].[CH2:1]([NH+:8]([CH2:26][C:27]1[CH:28]=[CH:29][C:30]([NH:33][C:34]([NH:36][C:37]2[CH:38]=[CH:39][CH:40]=[CH:41][CH:42]=2)=[O:35])=[CH:31][CH:32]=1)[CH2:9][C:10]1[CH:11]=[CH:12][C:13]([NH:16][C:17]([NH:19][C:20]2[CH:25]=[CH:24][CH:23]=[CH:22][CH:21]=2)=[O:18])=[CH:14][CH:15]=1)[C:2]1[CH:7]=[CH:6][CH:5]=[CH:4][CH:3]=1. (2) Given the reactants [NH2:1][CH2:2][CH2:3][CH2:4][CH2:5][CH2:6][CH2:7][CH2:8][CH2:9][CH2:10][N:11]1[CH2:16][CH2:15][CH:14]([O:17][C:18](=[O:32])[NH:19][C:20]2[CH:25]=[CH:24][CH:23]=[CH:22][C:21]=2[C:26]2[CH:31]=[CH:30][CH:29]=[CH:28][CH:27]=2)[CH2:13][CH2:12]1.[Cl:33][C:34]1[CH:35]=[C:36]([CH:39]=[C:40]([Cl:43])[C:41]=1[OH:42])[CH:37]=O.C(O)(=O)C.C(O[BH-](OC(=O)C)OC(=O)C)(=O)C.[Na+], predict the reaction product. The product is: [NH3:1].[Cl:33][C:34]1[CH:35]=[C:36]([CH:39]=[C:40]([Cl:43])[C:41]=1[OH:42])[CH2:37][NH:1][CH2:2][CH2:3][CH2:4][CH2:5][CH2:6][CH2:7][CH2:8][CH2:9][CH2:10][N:11]1[CH2:16][CH2:15][CH:14]([O:17][C:18](=[O:32])[NH:19][C:20]2[CH:25]=[CH:24][CH:23]=[CH:22][C:21]=2[C:26]2[CH:31]=[CH:30][CH:29]=[CH:28][CH:27]=2)[CH2:13][CH2:12]1. (3) Given the reactants S(N1CC1)(C1C=CC([N+]([O-])=O)=CC=1)(=O)=O.[NH2:16][C@@H:17]([C@H:20]([C:24]1[CH:29]=[CH:28][C:27]([C:30]([F:33])([F:32])[F:31])=[CH:26][CH:25]=1)/[CH:21]=[CH:22]/[CH3:23])[CH2:18][NH2:19].Br[C:35]1[S:36][CH:37]=[CH:38][N:39]=1.[CH:40]1[C:49]2[C:44](=[CH:45][C:46](B(O)O)=[CH:47][CH:48]=2)[CH:43]=[CH:42][N:41]=1.N[C@@H]([C@H](C1C=CC(C(F)(F)F)=CC=1)/C=C/C)CO, predict the reaction product. The product is: [NH2:16][C@@H:17]([C@H:20]([C:24]1[CH:25]=[CH:26][C:27]([C:30]([F:31])([F:32])[F:33])=[CH:28][CH:29]=1)/[CH:21]=[CH:22]/[CH3:23])[CH2:18][NH:19][C:35]1[S:36][C:37]([C:46]2[CH:45]=[C:44]3[C:49](=[CH:48][CH:47]=2)[CH:40]=[N:41][CH:42]=[CH:43]3)=[CH:38][N:39]=1. (4) Given the reactants [Cl:1][C:2]1[CH:3]=[CH:4][C:5]([O:25][C:26]2[CH:31]=[C:30]([F:32])[C:29]([S:33](=[O:52])(=[O:51])[N:34]([CH2:40][C:41]3[CH:46]=[CH:45][C:44]([O:47][CH3:48])=[CH:43][C:42]=3[O:49][CH3:50])[C:35]3[S:39][N:38]=[CH:37][N:36]=3)=[CH:28][C:27]=2[F:53])=[C:6]([C:8]2[CH:9]=[CH:10][C:11]3[O:15][N:14]=[C:13]([NH:16][C:17](=[O:23])[O:18][C:19]([CH3:22])([CH3:21])[CH3:20])[C:12]=3[CH:24]=2)[CH:7]=1.C(N(CC)CC)C.[C:61](Cl)(=[O:63])[CH3:62], predict the reaction product. The product is: [C:61]([N:16]([C:13]1[C:12]2[CH:24]=[C:8]([C:6]3[CH:7]=[C:2]([Cl:1])[CH:3]=[CH:4][C:5]=3[O:25][C:26]3[CH:31]=[C:30]([F:32])[C:29]([S:33](=[O:52])(=[O:51])[N:34]([CH2:40][C:41]4[CH:46]=[CH:45][C:44]([O:47][CH3:48])=[CH:43][C:42]=4[O:49][CH3:50])[C:35]4[S:39][N:38]=[CH:37][N:36]=4)=[CH:28][C:27]=3[F:53])[CH:9]=[CH:10][C:11]=2[O:15][N:14]=1)[C:17](=[O:23])[O:18][C:19]([CH3:20])([CH3:22])[CH3:21])(=[O:63])[CH3:62]. (5) Given the reactants [Cl-].[CH3:2][O:3]C[P+](C1C=CC=CC=1)(C1C=CC=CC=1)C1C=CC=CC=1.[CH3:24][N:25]([CH3:39])[C:26]1([C:33]2[CH:38]=[CH:37][CH:36]=[CH:35][CH:34]=2)[CH2:31][CH2:30][C:29](=O)[CH2:28][CH2:27]1, predict the reaction product. The product is: [CH3:24][N:25]([CH3:39])[C:26]1([C:33]2[CH:38]=[CH:37][CH:36]=[CH:35][CH:34]=2)[CH2:31][CH2:30][CH:29]([CH:2]=[O:3])[CH2:28][CH2:27]1. (6) Given the reactants [N+:1]([C:4]1[CH:5]=[C:6]([N:10]2[CH2:15][CH2:14][N:13](C(OC(C)(C)C)=O)[CH2:12][C:11]2=[O:23])[CH:7]=[CH:8][CH:9]=1)([O-:3])=[O:2].FC(F)(F)C(O)=O, predict the reaction product. The product is: [N+:1]([C:4]1[CH:5]=[C:6]([N:10]2[CH2:15][CH2:14][NH:13][CH2:12][C:11]2=[O:23])[CH:7]=[CH:8][CH:9]=1)([O-:3])=[O:2]. (7) The product is: [Cl:8][C:5]1[N:4]=[C:3]([NH:9][C:10]([CH3:15])([CH3:14])[CH2:11][O:12][CH3:13])[C:2](/[CH:26]=[CH:25]/[O:27][CH2:28][CH3:29])=[CH:7][N:6]=1. Given the reactants Br[C:2]1[C:3]([NH:9][C:10]([CH3:15])([CH3:14])[CH2:11][O:12][CH3:13])=[N:4][C:5]([Cl:8])=[N:6][CH:7]=1.[B]1OC2C(=CC=CC=2)O1.[CH2:25]([O:27][C:28]#[CH:29])[CH3:26], predict the reaction product. (8) The product is: [F:9][C:10]1[CH:11]=[CH:12][C:13]([CH2:14][O:15][C:16]2[CH:17]=[C:18]3[C:22](=[CH:23][CH:24]=2)[C:21](=[O:25])[C:20](=[N:1][OH:2])[CH2:19]3)=[CH:26][CH:27]=1. Given the reactants [N:1](OCCC(C)C)=[O:2].[F:9][C:10]1[CH:27]=[CH:26][C:13]([CH2:14][O:15][C:16]2[CH:17]=[C:18]3[C:22](=[CH:23][CH:24]=2)[C:21](=[O:25])[CH2:20][CH2:19]3)=[CH:12][CH:11]=1.Cl, predict the reaction product.